This data is from Catalyst prediction with 721,799 reactions and 888 catalyst types from USPTO. The task is: Predict which catalyst facilitates the given reaction. (1) Reactant: Cl[CH2:2][C:3]1[CH:4]=[C:5]([CH:24]=[CH:25][CH:26]=1)[CH2:6][N:7]1[CH2:23][CH2:22][C:10]2([N:14]([C:15]3[CH:20]=[CH:19][CH:18]=[CH:17][CH:16]=3)[CH2:13][NH:12][C:11]2=[O:21])[CH2:9][CH2:8]1.[C:27]1([OH:33])[CH:32]=[CH:31][CH:30]=[CH:29][CH:28]=1.C([O-])([O-])=O.[K+].[K+]. The catalyst class is: 18. Product: [C:27]1([O:33][CH2:2][C:3]2[CH:4]=[C:5]([CH:24]=[CH:25][CH:26]=2)[CH2:6][N:7]2[CH2:23][CH2:22][C:10]3([N:14]([C:15]4[CH:20]=[CH:19][CH:18]=[CH:17][CH:16]=4)[CH2:13][NH:12][C:11]3=[O:21])[CH2:9][CH2:8]2)[CH:32]=[CH:31][CH:30]=[CH:29][CH:28]=1. (2) Reactant: C[N:2]1CCN([C:8]2[CH:13]=[CH:12][C:11]([NH:14][C:15]3[C:16]4[N:17]([N:29]=[CH:30][N:31]=4)[C:18]([C:21]4[CH:22]=[C:23]([C:26]([NH2:28])=[O:27])[S:24][CH:25]=4)=[CH:19][N:20]=3)=[CH:10][CH:9]=2)CC1.BrC1N2N=CN=C2C(NC2C=CC([O:49][CH2:50][CH2:51][N:52]3[CH2:57][CH2:56][O:55][CH2:54][CH2:53]3)=CC=2)=NC=1.CC1(C)C(C)(C)OB(C2C=C(C(N)=O)SC=2)O1.C([O-])([O-])=O.[Na+].[Na+]. Product: [NH3:2].[O:55]1[CH2:56][CH2:57][N:52]([CH2:51][CH2:50][O:49][C:8]2[CH:13]=[CH:12][C:11]([NH:14][C:15]3[C:16]4[N:17]([N:29]=[CH:30][N:31]=4)[C:18]([C:21]4[CH:22]=[C:23]([C:26]([NH2:28])=[O:27])[S:24][CH:25]=4)=[CH:19][N:20]=3)=[CH:10][CH:9]=2)[CH2:53][CH2:54]1. The catalyst class is: 77.